Dataset: Full USPTO retrosynthesis dataset with 1.9M reactions from patents (1976-2016). Task: Predict the reactants needed to synthesize the given product. (1) Given the product [Cl:1][C:2]1[CH:3]=[C:4]2[C:9](=[CH:10][C:11]=1[C:12]([N:14]1[CH2:15][CH2:16][CH2:17][CH2:18]1)=[O:13])[N:8]=[CH:7][N:6]=[C:5]2[NH:19][CH:20]([C:26]1[NH:30][C:29]2[CH:38]=[CH:39][C:40]([Cl:42])=[CH:41][C:28]=2[N:27]=1)[CH2:21][CH2:22][C:23]([NH:55][CH:52]1[CH2:53][CH2:54][N:49]([C:44]2[N:43]=[CH:48][N:47]=[CH:46][N:45]=2)[CH2:50][CH2:51]1)=[O:24], predict the reactants needed to synthesize it. The reactants are: [Cl:1][C:2]1[CH:3]=[C:4]2[C:9](=[CH:10][C:11]=1[C:12]([N:14]1[CH2:18][CH2:17][CH2:16][CH2:15]1)=[O:13])[N:8]=[CH:7][N:6]=[C:5]2[NH:19][CH:20]([C:26]1[N:30](C(OC(C)(C)C)=O)[C:29]2[CH:38]=[CH:39][C:40]([Cl:42])=[CH:41][C:28]=2[N:27]=1)[CH2:21][CH2:22][C:23](O)=[O:24].[N:43]1[CH:48]=[N:47][CH:46]=[N:45][C:44]=1[N:49]1[CH2:54][CH2:53][CH:52]([NH2:55])[CH2:51][CH2:50]1.CN(C(ON1N=NC2C=CC=CC1=2)=[N+](C)C)C.[B-](F)(F)(F)F.FC(F)(F)C(O)=O. (2) Given the product [Br:1][C:2]1[CH:10]=[C:9]2[C:5]([C:6]([CH2:19][O:20][CH3:25])([CH3:18])[CH2:7][NH:8]2)=[CH:4][CH:3]=1, predict the reactants needed to synthesize it. The reactants are: [Br:1][C:2]1[CH:10]=[C:9]2[C:5]([C:6]([CH2:19][OH:20])([CH3:18])[CH2:7][N:8]2C(OC(C)(C)C)=O)=[CH:4][CH:3]=1.[H-].[Na+].CI.[C:25](O)(C(F)(F)F)=O. (3) Given the product [Cl-:30].[CH3:1][C:2]1[N:7]=[CH:6][C:5]([C:8]2[NH:9][C:10]3[CH:11]=[C:12]([NH3+:22])[CH:13]=[C:14]4[C:20](=[O:21])[NH:19][N:18]=[CH:17][C:16]=2[C:15]=34)=[CH:4][CH:3]=1, predict the reactants needed to synthesize it. The reactants are: [CH3:1][C:2]1[N:7]=[CH:6][C:5]([C:8]2[NH:9][C:10]3[CH:11]=[C:12]([NH:22]C(=O)OC(C)(C)C)[CH:13]=[C:14]4[C:20](=[O:21])[NH:19][N:18]=[CH:17][C:16]=2[C:15]=34)=[CH:4][CH:3]=1.[ClH:30]. (4) Given the product [CH2:1]([O:3][C:4](=[O:23])[CH2:5][C:6]1[C:11]([CH3:12])=[N:10][N:9]2[C:13]([Cl:24])=[CH:14][CH:15]=[C:8]2[C:7]=1[C:16]1[CH:17]=[CH:18][C:19]([F:22])=[CH:20][CH:21]=1)[CH3:2], predict the reactants needed to synthesize it. The reactants are: [CH2:1]([O:3][C:4](=[O:23])[CH2:5][C:6]1[C:11]([CH3:12])=[N:10][N:9]2[CH:13]=[CH:14][CH:15]=[C:8]2[C:7]=1[C:16]1[CH:21]=[CH:20][C:19]([F:22])=[CH:18][CH:17]=1)[CH3:2].[Cl:24]N1C(=O)CCC1=O.